Dataset: Forward reaction prediction with 1.9M reactions from USPTO patents (1976-2016). Task: Predict the product of the given reaction. (1) Given the reactants [NH2:1][C:2]1[N:7]=[CH:6][N:5]=[C:4]2[N:8]([CH:31]3[CH2:36][CH2:35][N:34]([CH:37]4[CH2:42][CH2:41][N:40]([CH3:43])[CH2:39][CH2:38]4)[CH2:33][CH2:32]3)[N:9]=[C:10]([C:11]3[CH:16]=[CH:15][C:14]([NH:17][C:18](=[O:28])[CH2:19][C@@H:20]([C:22]4[CH:27]=[CH:26][CH:25]=[CH:24][CH:23]=4)[CH3:21])=[C:13]([O:29][CH3:30])[CH:12]=3)[C:3]=12.[C:44]([OH:51])(=[O:50])/[CH:45]=[CH:46]\[C:47]([OH:49])=[O:48], predict the reaction product. The product is: [C:44]([OH:51])(=[O:50])/[CH:45]=[CH:46]\[C:47]([OH:49])=[O:48].[C:44]([OH:51])(=[O:50])/[CH:45]=[CH:46]\[C:47]([OH:49])=[O:48].[C:44]([OH:51])(=[O:50])/[CH:45]=[CH:46]\[C:47]([OH:49])=[O:48].[NH2:1][C:2]1[N:7]=[CH:6][N:5]=[C:4]2[N:8]([CH:31]3[CH2:32][CH2:33][N:34]([CH:37]4[CH2:42][CH2:41][N:40]([CH3:43])[CH2:39][CH2:38]4)[CH2:35][CH2:36]3)[N:9]=[C:10]([C:11]3[CH:16]=[CH:15][C:14]([NH:17][C:18](=[O:28])[CH2:19][C@@H:20]([C:22]4[CH:23]=[CH:24][CH:25]=[CH:26][CH:27]=4)[CH3:21])=[C:13]([O:29][CH3:30])[CH:12]=3)[C:3]=12. (2) Given the reactants [CH2:1]1[C:10]2[C:5](=[CH:6][C:7]([C:11]([C@@H:13]3[C@@H:18]([CH3:19])[CH2:17][CH2:16][CH2:15][C:14]3([CH3:21])[CH3:20])=[O:12])=[CH:8][CH:9]=2)[CH2:4][CH2:3][NH:2]1.[CH3:22][Li], predict the reaction product. The product is: [CH2:1]1[C:10]2[C:5](=[CH:6][C:7]([C@@:11]([C@@H:13]3[C@@H:18]([CH3:19])[CH2:17][CH2:16][CH2:15][C:14]3([CH3:20])[CH3:21])([OH:12])[CH3:22])=[CH:8][CH:9]=2)[CH2:4][CH2:3][NH:2]1. (3) Given the reactants C(C1N=[C:12]([OH:14])[CH:11]=[C:10]([OH:15])N=1)C1C=CC=CC=1.Cl.[CH2:17]([S:19][CH:20]([S:24][CH2:25][CH3:26])[C:21]([NH2:23])=[NH:22])[CH3:18].C(OCC)(=O)CC(OCC)=O, predict the reaction product. The product is: [CH2:17]([S:19][CH:20]([S:24][CH2:25][CH3:26])[C:21]1[N:23]=[C:12]([OH:14])[CH:11]=[C:10]([OH:15])[N:22]=1)[CH3:18]. (4) The product is: [C:22]1([CH3:21])[CH:27]=[C:26]([CH3:28])[CH:25]=[C:24]([CH3:29])[C:23]=1[C:30]1[CH:31]=[N:1][C:2]2[C:3]([C:12]=1[C:14]1[CH:15]=[C:16]([OH:20])[CH:17]=[CH:18][CH:19]=1)=[CH:4][CH:5]=[CH:6][C:7]=2[C:8]([F:11])([F:10])[F:9]. Given the reactants [NH2:1][C:2]1[C:7]([C:8]([F:11])([F:10])[F:9])=[CH:6][CH:5]=[CH:4][C:3]=1[C:12]([C:14]1[CH:19]=[CH:18][CH:17]=[C:16]([OH:20])[CH:15]=1)=O.[CH3:21][C:22]1[CH:27]=[C:26]([CH3:28])[CH:25]=[C:24]([CH3:29])[C:23]=1[CH2:30][CH:31]=O, predict the reaction product. (5) Given the reactants [CH3:1][C@@H:2]1[O:7][C@H:6]([CH3:8])[CH2:5][N:4]([C:9]2[C:14]([CH:15]=[O:16])=[CH:13][C:12](B3OC(C)(C)C(C)(C)O3)=[CH:11][N:10]=2)[CH2:3]1.Br[C:27]1[N:28]=[CH:29][NH:30][CH:31]=1, predict the reaction product. The product is: [CH3:8][C@H:6]1[O:7][C@@H:2]([CH3:1])[CH2:3][N:4]([C:9]2[C:14]([CH:15]=[O:16])=[CH:13][C:12]([C:27]3[N:28]=[CH:29][NH:30][CH:31]=3)=[CH:11][N:10]=2)[CH2:5]1. (6) Given the reactants [NH2:1][C:2]1([C:8]([OH:10])=[O:9])[CH2:7][CH2:6][CH2:5][CH2:4][CH2:3]1.O.O.O.O.O.[OH-].C[N+](C)(C)C.[C:22](O[C:22]([O:24][C:25]([CH3:28])([CH3:27])[CH3:26])=[O:23])([O:24][C:25]([CH3:28])([CH3:27])[CH3:26])=[O:23], predict the reaction product. The product is: [C:22]([NH:1][C:2]1([C:8]([OH:10])=[O:9])[CH2:7][CH2:6][CH2:5][CH2:4][CH2:3]1)([O:24][C:25]([CH3:28])([CH3:27])[CH3:26])=[O:23].